Dataset: Peptide-MHC class I binding affinity with 185,985 pairs from IEDB/IMGT. Task: Regression. Given a peptide amino acid sequence and an MHC pseudo amino acid sequence, predict their binding affinity value. This is MHC class I binding data. (1) The peptide sequence is AYAEAKAAI. The MHC is H-2-Kd with pseudo-sequence H-2-Kd. The binding affinity (normalized) is 0.638. (2) The peptide sequence is QVKDEKLNL. The MHC is HLA-A02:01 with pseudo-sequence HLA-A02:01. The binding affinity (normalized) is 0.466. (3) The peptide sequence is SEVKFKYVL. The MHC is HLA-B27:05 with pseudo-sequence HLA-B27:05. The binding affinity (normalized) is 0.0847. (4) The MHC is HLA-A26:01 with pseudo-sequence HLA-A26:01. The peptide sequence is LYIIKLVFLW. The binding affinity (normalized) is 0.347. (5) The peptide sequence is KTKDYVNGL. The MHC is HLA-A02:06 with pseudo-sequence HLA-A02:06. The binding affinity (normalized) is 0.0774. (6) The peptide sequence is MLYQLLEAVY. The MHC is HLA-A68:01 with pseudo-sequence HLA-A68:01. The binding affinity (normalized) is 0.250. (7) The peptide sequence is ETFGFEIQSY. The MHC is HLA-B18:01 with pseudo-sequence HLA-B18:01. The binding affinity (normalized) is 0.403. (8) The peptide sequence is WLMWFIISI. The MHC is HLA-A02:06 with pseudo-sequence HLA-A02:06. The binding affinity (normalized) is 0.653.